Dataset: Full USPTO retrosynthesis dataset with 1.9M reactions from patents (1976-2016). Task: Predict the reactants needed to synthesize the given product. (1) Given the product [Cl:15][C:12]1[C:7]([C:8]([O:10][CH3:11])=[O:9])=[CH:6][C:5]([CH3:16])=[N:14][CH:13]=1, predict the reactants needed to synthesize it. The reactants are: C[Mg]Br.Cl[C:5]1[CH:6]=[C:7]([C:12]([Cl:15])=[CH:13][N:14]=1)[C:8]([O:10][CH3:11])=[O:9].[CH2:16]1COCC1.[Cl-].[Na+]. (2) Given the product [Br:1][C:2]1[C:3]([C:29]2[CH:34]=[CH:33][CH:32]=[CH:31][C:30]=2[CH2:35][OH:36])=[N:4][O:5][C:6]=1[C@@H:7]1[C@:12]([C:14]2[CH:19]=[CH:18][C:17]([F:20])=[C:16]([F:21])[CH:15]=2)([OH:13])[CH2:11][CH2:10][N:9]([C:22]([O:24][C:25]([CH3:28])([CH3:27])[CH3:26])=[O:23])[CH2:8]1, predict the reactants needed to synthesize it. The reactants are: [Br:1][C:2]1[C:3]([C:29]2[CH:34]=[CH:33][CH:32]=[CH:31][C:30]=2[C:35](OC)=[O:36])=[N:4][O:5][C:6]=1[C@@H:7]1[C@:12]([C:14]2[CH:19]=[CH:18][C:17]([F:20])=[C:16]([F:21])[CH:15]=2)([OH:13])[CH2:11][CH2:10][N:9]([C:22]([O:24][C:25]([CH3:28])([CH3:27])[CH3:26])=[O:23])[CH2:8]1.CC(C[AlH]CC(C)C)C. (3) Given the product [Cl:11][C:12]1[CH:17]=[CH:16][C:15]([NH:18][C:19](=[O:20])[NH:5][C:4]2[CH:7]=[CH:10][C:25]([Cl:27])=[C:2]([C:21]([F:24])([F:23])[F:22])[CH:3]=2)=[CH:14][C:13]=1[C:21]([F:22])([F:23])[F:24], predict the reactants needed to synthesize it. The reactants are: N[C:2]1O[N:5]=[C:4]([C:7]([CH3:10])(C)C)[CH:3]=1.[Cl:11][C:12]1[CH:17]=[CH:16][C:15]([N:18]=[C:19]=[O:20])=[CH:14][C:13]=1[C:21]([F:24])([F:23])[F:22].[CH2:25]([Cl:27])Cl. (4) Given the product [C:9]1([C@H:15]([NH:17][C@H:18]([CH2:27][C:28]2[CH:33]=[C:32]([F:34])[C:31]([F:35])=[CH:30][C:29]=2[F:36])[CH2:19][C:20]([OH:22])=[O:21])[CH3:16])[CH:14]=[CH:13][CH:12]=[CH:11][CH:10]=1, predict the reactants needed to synthesize it. The reactants are: C(O)(=O)/C=C\C(O)=O.[C:9]1([C@H:15]([NH:17][C@H:18]([CH2:27][C:28]2[CH:33]=[C:32]([F:34])[C:31]([F:35])=[CH:30][C:29]=2[F:36])[CH2:19][C:20]([O:22]C(C)(C)C)=[O:21])[CH3:16])[CH:14]=[CH:13][CH:12]=[CH:11][CH:10]=1.S(=O)(=O)(O)O.[OH-].[Na+].N. (5) Given the product [CH:1]([C:4]([C:7]([C:10]([C:13]([C:16]([CH2:19][S:20]([OH:23])(=[O:22])=[O:21])([F:17])[F:18])([F:15])[F:14])([F:11])[F:12])([F:9])[F:8])([F:6])[F:5])([F:3])[F:2], predict the reactants needed to synthesize it. The reactants are: [CH:1]([C:4]([C:7]([C:10]([C:13]([C:16]([CH2:19][S:20]([OH:22])=[O:21])([F:18])[F:17])([F:15])[F:14])([F:12])[F:11])([F:9])[F:8])([F:6])[F:5])([F:3])[F:2].[OH2:23].BrBr. (6) Given the product [NH2:5][C:4]1[C:3]2[C:6]([O:10][CH2:11][C@H:12]3[CH2:16][CH2:15][CH2:14][N:13]3[C:17](=[O:21])[CH2:18][CH2:19][CH3:20])=[CH:7][CH:8]=[CH:9][C:2]=2[NH:1][S:22](=[O:25])(=[O:24])[N:23]=1, predict the reactants needed to synthesize it. The reactants are: [NH2:1][C:2]1[CH:9]=[CH:8][CH:7]=[C:6]([O:10][CH2:11][C@H:12]2[CH2:16][CH2:15][CH2:14][N:13]2[C:17](=[O:21])[CH2:18][CH2:19][CH3:20])[C:3]=1[C:4]#[N:5].[S:22](Cl)(=[O:25])(=[O:24])[NH2:23]. (7) Given the product [NH2:1][C:2]1[C:11]2[C:6](=[CH:7][C:8]([C:46]#[N:47])=[CH:9][CH:10]=2)[CH:5]=[C:4]([CH3:20])[N:3]=1, predict the reactants needed to synthesize it. The reactants are: [NH2:1][C:2]1[C:11]2[C:6](=[CH:7][C:8](OS(C(F)(F)F)(=O)=O)=[CH:9][CH:10]=2)[CH:5]=[C:4]([CH3:20])[N:3]=1.C1(P(C2C=CC=CC=2)C2C=CC=CC=2)C=CC=CC=1.C(OCC)(=O)C.[CH3:46][N:47]1CCCC1=O. (8) Given the product [Cl:1][C:2]1[CH:31]=[C:30]([Cl:32])[CH:29]=[CH:28][C:3]=1[O:4][C:5]1[CH:10]=[CH:9][CH:8]=[CH:7][C:6]=1[NH:11][S:12]([C:15]1[CH:27]=[CH:26][C:18]([C:19]([NH:21][CH2:22][C:23](=[O:24])[NH:38][CH:36]([CH3:37])[CH2:35][N:34]([CH3:39])[CH3:33])=[O:20])=[CH:17][CH:16]=1)(=[O:13])=[O:14], predict the reactants needed to synthesize it. The reactants are: [Cl:1][C:2]1[CH:31]=[C:30]([Cl:32])[CH:29]=[CH:28][C:3]=1[O:4][C:5]1[CH:10]=[CH:9][CH:8]=[CH:7][C:6]=1[NH:11][S:12]([C:15]1[CH:27]=[CH:26][C:18]([C:19]([NH:21][CH2:22][C:23](O)=[O:24])=[O:20])=[CH:17][CH:16]=1)(=[O:14])=[O:13].[CH3:33][N:34]([CH3:39])[CH2:35][CH:36]([NH2:38])[CH3:37]. (9) The reactants are: Cl.Cl.[C:3]([C:7]1[CH:12]=[CH:11][CH:10]=[CH:9][C:8]=1[N:13]1[CH2:18][CH2:17][NH:16][CH2:15][CH2:14]1)([CH3:6])([CH3:5])[CH3:4].[N:19]([CH2:22][C:23]([O:25][CH2:26][CH3:27])=[O:24])=[C:20]=[O:21].C(N(CC)CC)C.O1CCCC1. Given the product [C:3]([C:7]1[CH:12]=[CH:11][CH:10]=[CH:9][C:8]=1[N:13]1[CH2:18][CH2:17][N:16]([C:20]([NH:19][CH2:22][C:23]([O:25][CH2:26][CH3:27])=[O:24])=[O:21])[CH2:15][CH2:14]1)([CH3:6])([CH3:4])[CH3:5], predict the reactants needed to synthesize it.